Dataset: Reaction yield outcomes from USPTO patents with 853,638 reactions. Task: Predict the reaction yield, written as a fraction of the theoretical maximum amount of product (1.0 means a 100% yield; for example, 0.34 means a 34% yield). (1) The reactants are C[O:2][C:3](=[O:32])[C:4]1[CH:9]=[CH:8][C:7]([NH:10][C:11]2[N:12]=[CH:13][C:14]3[CH:19]=[C:18]([C:20](=[O:24])[N:21]([CH3:23])[CH3:22])[N:17]([CH:25]4[CH2:31][CH2:30][CH2:29][CH2:28][CH2:27][CH2:26]4)[C:15]=3[N:16]=2)=[N:6][CH:5]=1.[Li+].[OH-].Cl. The catalyst is C1COCC1.O. The product is [CH:25]1([N:17]2[C:15]3[N:16]=[C:11]([NH:10][C:7]4[CH:8]=[CH:9][C:4]([C:3]([OH:32])=[O:2])=[CH:5][N:6]=4)[N:12]=[CH:13][C:14]=3[CH:19]=[C:18]2[C:20](=[O:24])[N:21]([CH3:22])[CH3:23])[CH2:26][CH2:27][CH2:28][CH2:29][CH2:30][CH2:31]1. The yield is 0.370. (2) The reactants are O=[C:2]([CH2:7][C:8](=O)[CH3:9])[C:3]([O:5][CH3:6])=[O:4].O1CCCC1.[Cl:16][C:17]1[C:18]([NH:24][NH2:25])=[N:19][CH:20]=[C:21]([Cl:23])[CH:22]=1. The catalyst is C(O)(=O)C. The product is [Cl:16][C:17]1[C:18]([N:24]2[C:2]([C:3]([O:5][CH3:6])=[O:4])=[CH:7][C:8]([CH3:9])=[N:25]2)=[N:19][CH:20]=[C:21]([Cl:23])[CH:22]=1. The yield is 0.500. (3) The catalyst is C1COCC1.C/C(/O)=C/C(C)=O.C/C(/O)=C/C(C)=O.O=[V]. The product is [Cl:19][C:12]1[N:13]=[CH:14][C:15]2[NH:16][C:4](=[O:3])[CH2:5][N:6]([CH:7]([CH3:9])[CH3:8])[C:10]=2[N:11]=1. The reactants are C([O:3][C:4](=O)[CH2:5][N:6]([C:10]1[C:15]([N+:16]([O-])=O)=[CH:14][N:13]=[C:12]([Cl:19])[N:11]=1)[CH:7]([CH3:9])[CH3:8])C.[H][H]. The yield is 0.870. (4) The reactants are [CH3:1][O:2][C:3]([C:5]1[S:6][C:7]([CH2:10][CH2:11][CH2:12][C@H:13]2[CH2:17][CH2:16]C(=O)[C@@H:14]2[C:19]2[CH:24]=[CH:23][C:22]([CH:25]([O:31][CH2:32][C:33]3[CH:38]=[CH:37][C:36]([O:39][CH3:40])=[CH:35][CH:34]=3)[CH2:26][CH2:27][CH2:28][CH2:29][CH3:30])=[CH:21][CH:20]=2)=[CH:8][CH:9]=1)=[O:4].CCN(CC)CC.[CH:48]([Cl:51])(Cl)[Cl:49]. The catalyst is CO. The product is [CH3:1][O:2][C:3]([C:5]1[S:6][C:7]([CH2:10][CH2:11][CH2:12][C@H:13]2[CH2:17][CH2:16][C:48]([Cl:51])([Cl:49])[C@@H:14]2[C:19]2[CH:20]=[CH:21][C:22]([CH:25]([O:31][CH2:32][C:33]3[CH:38]=[CH:37][C:36]([O:39][CH3:40])=[CH:35][CH:34]=3)[CH2:26][CH2:27][CH2:28][CH2:29][CH3:30])=[CH:23][CH:24]=2)=[CH:8][CH:9]=1)=[O:4]. The yield is 0.490. (5) The reactants are [Br:1][C:2]1[CH:3]=[CH:4][C:5]2[O:9][C:8](=[S:10])[NH:7][C:6]=2[CH:11]=1.[C:12](=O)([O-])[O-].[K+].[K+].IC. The catalyst is CN(C=O)C.O. The product is [Br:1][C:2]1[CH:3]=[CH:4][C:5]2[O:9][C:8]([S:10][CH3:12])=[N:7][C:6]=2[CH:11]=1. The yield is 0.960. (6) The reactants are [CH3:1][O:2][C:3](=[O:20])[CH:4](P(O)(O)=O)[NH:5][C:6]([O:8][CH2:9][C:10]1[CH:15]=[CH:14][CH:13]=[CH:12][CH:11]=1)=[O:7].N12CCCN=C1CCCCC2.[CH:32]12[CH2:38][CH:35]([CH2:36][CH2:37]1)[CH2:34][CH:33]2[CH:39]=O. The catalyst is ClCCl. The product is [CH3:1][O:2][C:3](=[O:20])[C:4]([NH:5][C:6]([O:8][CH2:9][C:10]1[CH:15]=[CH:14][CH:13]=[CH:12][CH:11]=1)=[O:7])=[CH:39][CH:33]1[CH2:34][CH:35]2[CH2:38][CH:32]1[CH2:37][CH2:36]2. The yield is 0.360. (7) The reactants are C[Mg]Br.CC[O:6][CH2:7][CH3:8].[Cl:9][C:10]1[N:21]=[C:20]([Cl:22])[CH:19]=[CH:18][C:11]=1C(N(OC)C)=O. The catalyst is C1COCC1. The product is [Cl:22][C:20]1[C:19]([C:7](=[O:6])[CH3:8])=[CH:18][CH:11]=[C:10]([Cl:9])[N:21]=1. The yield is 0.920.